Dataset: Forward reaction prediction with 1.9M reactions from USPTO patents (1976-2016). Task: Predict the product of the given reaction. (1) Given the reactants C(O[CH2:5][C:6]1[C:11]([CH3:12])=[C:10]([O:13][CH2:14][CH3:15])[CH:9]=[CH:8][N:7]=1)(=O)C.S(Cl)(Cl)=O.[SH:20][C:21]1[NH:22][C:23]2[CH:29]=[CH:28][CH:27]=[CH:26][C:24]=2[N:25]=1.C[O-].[Na+], predict the reaction product. The product is: [CH2:14]([O:13][C:10]1[CH:9]=[CH:8][N:7]=[C:6]([CH2:5][S:20][C:21]2[NH:25][C:24]3[CH:26]=[CH:27][CH:28]=[CH:29][C:23]=3[N:22]=2)[C:11]=1[CH3:12])[CH3:15]. (2) Given the reactants Cl.[F:2][CH:3]1[CH2:8][CH2:7][NH:6][CH2:5][CH2:4]1.Br[CH2:10][CH2:11][Cl:12], predict the reaction product. The product is: [Cl:12][CH2:11][CH2:10][N:6]1[CH2:7][CH2:8][CH:3]([F:2])[CH2:4][CH2:5]1. (3) Given the reactants Cl[C:2](Cl)([O:4]C(=O)OC(Cl)(Cl)Cl)Cl.[CH3:13][O:14][C:15](=[O:22])[CH:16]([C:18]([F:21])([F:20])[F:19])[OH:17].C(N(CC)C(C)C)(C)C.[Cl:32][C:33]1[CH:38]=[CH:37][C:36]([CH:39]([C:46]2[CH:51]=[CH:50][C:49]([Cl:52])=[CH:48][CH:47]=2)[N:40]2[CH2:45][CH2:44][NH:43][CH2:42][CH2:41]2)=[CH:35][CH:34]=1, predict the reaction product. The product is: [Cl:52][C:49]1[CH:50]=[CH:51][C:46]([CH:39]([C:36]2[CH:35]=[CH:34][C:33]([Cl:32])=[CH:38][CH:37]=2)[N:40]2[CH2:41][CH2:42][N:43]([C:2]([O:17][CH:16]([C:15]([O:14][CH3:13])=[O:22])[C:18]([F:21])([F:20])[F:19])=[O:4])[CH2:44][CH2:45]2)=[CH:47][CH:48]=1. (4) Given the reactants ClC(OCC1C=CC=CC=1)=[O:3].[CH3:12][O:13][C:14](=[O:32])[C@@H:15]([N:17]([C:22]([O:24][CH2:25][C:26]1[CH:31]=[CH:30][CH:29]=[CH:28][CH:27]=1)=[O:23])[CH2:18][C:19](C)=[CH2:20])[CH3:16].COC(=O)[C@@H](N(C(OCC1C=CC=CC=1)=O)CC(C)C)C.I([O-])(=O)(=O)=O.[Na+], predict the reaction product. The product is: [CH3:12][O:13][C:14](=[O:32])[C@@H:15]([N:17]([C:22]([O:24][CH2:25][C:26]1[CH:31]=[CH:30][CH:29]=[CH:28][CH:27]=1)=[O:23])[CH2:18][C:19](=[O:3])[CH3:20])[CH3:16]. (5) The product is: [F:25][C:22]1[CH:21]=[CH:20][C:19]([C:15]2[O:16][C:17]([CH3:18])=[C:13]([CH2:12][O:11][C@@H:7]3[CH2:8][CH2:9][CH2:10][C@H:5]([CH2:33][CH:32]=[O:36])[CH2:6]3)[N:14]=2)=[CH:24][CH:23]=1. Given the reactants C(O[C@@H:5]1[CH2:10][CH2:9][CH2:8][C@H:7]([O:11][CH2:12][C:13]2[N:14]=[C:15]([C:19]3[CH:24]=[CH:23][C:22]([F:25])=[CH:21][CH:20]=3)[O:16][C:17]=2[CH3:18])[CH2:6]1)C=C.I([O-])(=O)(=O)=O.[Na+].[C:32]([O:36]C)(C)(C)[CH3:33], predict the reaction product. (6) Given the reactants [OH:1][C@H:2]1[CH2:7][CH2:6][CH2:5][CH2:4][C@@H:3]1[N:8]1[CH2:16][C:15]23[CH:17]=[CH:18][CH:19]=[CH:20][C:14]2=[CH:13][C:12]([CH2:21][N:22]2[CH2:27][CH2:26][C:25]([C:30]4[CH:35]=[CH:34][CH:33]=[CH:32][N:31]=4)([C:28]#[N:29])[CH2:24][CH2:23]2)=[CH:11][CH:10]3[C:9]1=[O:36].N1([C:43]([O-])=[O:44])CCCCC1.C(C1(C2C=CC=CN=2)CCN(C(OC(C)(C)C)=O)CC1)#N, predict the reaction product. The product is: [OH:1][C@H:2]1[CH2:7][CH2:6][CH2:5][CH2:4][C@@H:3]1[N:8]1[CH2:16][C:15]2[C:14]3[CH:20]=[CH:19][CH:18]=[CH:17][C:13]=3[C:12]([CH2:21][N:22]3[CH2:27][CH2:26][C:25]([C:30]4[CH:35]=[CH:34][CH:33]=[C:32]([O:44][CH3:43])[N:31]=4)([C:28]#[N:29])[CH2:24][CH2:23]3)=[CH:11][C:10]=2[C:9]1=[O:36].